Dataset: Forward reaction prediction with 1.9M reactions from USPTO patents (1976-2016). Task: Predict the product of the given reaction. (1) Given the reactants C([O:3][C:4](=[O:19])[CH2:5][N:6]([CH2:12][C:13]1[CH:18]=[CH:17][CH:16]=[CH:15][CH:14]=1)[C:7](=[O:11])[CH:8]([CH3:10])[CH3:9])C.[OH-].[Na+], predict the reaction product. The product is: [CH2:12]([N:6]([CH2:5][C:4]([OH:19])=[O:3])[C:7](=[O:11])[CH:8]([CH3:10])[CH3:9])[C:13]1[CH:18]=[CH:17][CH:16]=[CH:15][CH:14]=1. (2) The product is: [Si:27]([O:26][CH2:25][CH2:24][CH2:23][C@H:10]1[CH2:9][NH:8][CH2:13][CH2:12][N:11]1[S:14]([C:17]1[CH:22]=[CH:21][CH:20]=[CH:19][CH:18]=1)(=[O:16])=[O:15])([C:30]([CH3:33])([CH3:31])[CH3:32])([CH3:29])[CH3:28]. Given the reactants C([N:8]1[CH2:13][CH2:12][N:11]([S:14]([C:17]2[CH:22]=[CH:21][CH:20]=[CH:19][CH:18]=2)(=[O:16])=[O:15])[C@@H:10]([CH2:23][CH2:24][CH2:25][O:26][Si:27]([C:30]([CH3:33])([CH3:32])[CH3:31])([CH3:29])[CH3:28])[CH2:9]1)C1C=CC=CC=1.[H][H], predict the reaction product. (3) Given the reactants C([O:5][C:6](=[O:33])[C:7]1[CH:12]=[CH:11][C:10]([N:13]([C:20]2[CH:25]=[CH:24][C:23]([O:26][CH:27]([F:29])[F:28])=[C:22]([O:30][CH2:31][CH3:32])[N:21]=2)[CH2:14][C:15]2[S:19][CH:18]=[N:17][CH:16]=2)=[CH:9][CH:8]=1)(C)(C)C, predict the reaction product. The product is: [F:29][CH:27]([F:28])[O:26][C:23]1[CH:24]=[CH:25][C:20]([N:13]([CH2:14][C:15]2[S:19][CH:18]=[N:17][CH:16]=2)[C:10]2[CH:11]=[CH:12][C:7]([C:6]([OH:33])=[O:5])=[CH:8][CH:9]=2)=[N:21][C:22]=1[O:30][CH2:31][CH3:32]. (4) Given the reactants [N-:1]=[N+:2]=[N-:3].[Na+].CS(O[CH:10]1[CH2:18][CH2:17][C:16]2[N:12]([C:13]3[N:32]=[CH:31][N:30]=[C:29]([NH2:33])[C:14]=3[C:15]=2[C:19]2[CH:20]=[N:21][C:22]3[C:27]([CH:28]=2)=[CH:26][CH:25]=[CH:24][CH:23]=3)[CH2:11]1)(=O)=O.O, predict the reaction product. The product is: [N:1]([CH:10]1[CH2:18][CH2:17][C:16]2[N:12]([C:13]3[N:32]=[CH:31][N:30]=[C:29]([NH2:33])[C:14]=3[C:15]=2[C:19]2[CH:20]=[N:21][C:22]3[C:27]([CH:28]=2)=[CH:26][CH:25]=[CH:24][CH:23]=3)[CH2:11]1)=[N+:2]=[N-:3]. (5) Given the reactants C([O:3][C:4]([C:6]1[CH:14]=[C:13]([F:15])[CH:12]=[C:11]2[C:7]=1[CH:8]=[N:9][N:10]2[CH3:16])=[CH2:5])C.O, predict the reaction product. The product is: [F:15][C:13]1[CH:12]=[C:11]2[C:7]([CH:8]=[N:9][N:10]2[CH3:16])=[C:6]([C:4](=[O:3])[CH3:5])[CH:14]=1. (6) Given the reactants CC1(C)C2C(=C(P(C3C=CC=CC=3)C3C=CC=CC=3)C=CC=2)OC2C(P(C3C=CC=CC=3)C3C=CC=CC=3)=CC=CC1=2.Br[C:44]1[S:48][C:47]([NH:49][C:50]([C:52]2[CH:56]=[CH:55][NH:54][N:53]=2)=[O:51])=[C:46]([C:57](=[O:59])[NH2:58])[CH:45]=1.[C:60]1([CH2:66][SH:67])[CH:65]=[CH:64][CH:63]=[CH:62][CH:61]=1.CCN(C(C)C)C(C)C, predict the reaction product. The product is: [CH2:66]([S:67][C:44]1[S:48][C:47]([NH:49][C:50]([C:52]2[CH:56]=[CH:55][NH:54][N:53]=2)=[O:51])=[C:46]([C:57](=[O:59])[NH2:58])[CH:45]=1)[C:60]1[CH:65]=[CH:64][CH:63]=[CH:62][CH:61]=1. (7) Given the reactants [NH2:1][C:2]1[CH:7]=[CH:6][C:5]([S:8]C#N)=[CH:4][C:3]=1[C:11]#[N:12].I[CH:14](C)C.[OH-].[Na+].C1O[CH2:32][CH2:31]OCCOCCOCCOC1.[BH4-].[Na+], predict the reaction product. The product is: [NH2:1][C:2]1[CH:7]=[CH:6][C:5]([S:8][CH:31]([CH3:32])[CH3:14])=[CH:4][C:3]=1[C:11]#[N:12].